Dataset: Forward reaction prediction with 1.9M reactions from USPTO patents (1976-2016). Task: Predict the product of the given reaction. (1) Given the reactants CO[C:3](=[O:8])[CH2:4][C:5](=O)[CH3:6].Br[CH2:10][C:11]([C:13]1[CH:18]=[CH:17][CH:16]=[CH:15][C:14]=1[O:19][C:20]([F:23])([F:22])[F:21])=O.[O:24]1[CH2:29][CH2:28][O:27][CH2:26][CH:25]1[CH2:30][NH2:31].[CH:32]1([NH2:38])[CH2:37][CH2:36][CH2:35][CH2:34][CH2:33]1, predict the reaction product. The product is: [CH:32]1([NH:38][C:3]([C:4]2[CH:10]=[C:11]([C:13]3[CH:18]=[CH:17][CH:16]=[CH:15][C:14]=3[O:19][C:20]([F:23])([F:22])[F:21])[N:31]([CH2:30][CH:25]3[CH2:26][O:27][CH2:28][CH2:29][O:24]3)[C:5]=2[CH3:6])=[O:8])[CH2:37][CH2:36][CH2:35][CH2:34][CH2:33]1. (2) Given the reactants [CH2:1]([C:5]1[C:9]([CH:10]=O)=[CH:8][N:7]([C:12]2[CH:17]=[CH:16][C:15]([C:18]([F:21])([F:20])[F:19])=[CH:14][N:13]=2)[N:6]=1)[CH2:2][CH2:3][CH3:4].C(OP([CH2:30][C:31]([O:33][CH2:34][CH3:35])=[O:32])(OCC)=O)C.CN(C)C=O.[H-].[Na+], predict the reaction product. The product is: [CH2:1]([C:5]1[C:9](/[CH:10]=[CH:30]/[C:31]([O:33][CH2:34][CH3:35])=[O:32])=[CH:8][N:7]([C:12]2[CH:17]=[CH:16][C:15]([C:18]([F:21])([F:20])[F:19])=[CH:14][N:13]=2)[N:6]=1)[CH2:2][CH2:3][CH3:4]. (3) The product is: [CH2:1]([N:8]1[CH:11]([CH3:12])[CH2:10][CH:9]1[C:13]([OH:15])=[O:14])[C:2]1[CH:3]=[CH:4][CH:5]=[CH:6][CH:7]=1. Given the reactants [CH2:1]([N:8]1[CH:11]([CH3:12])[CH2:10][CH:9]1[C:13]([O:15]C)=[O:14])[C:2]1[CH:7]=[CH:6][CH:5]=[CH:4][CH:3]=1.[OH-].[Ba+2].[OH-].Cl, predict the reaction product. (4) The product is: [F:20][C:16]1[CH:15]=[C:14]([C:5]2[C:6]3[C:11](=[CH:10][CH:9]=[C:8]([O:12][CH3:13])[CH:7]=3)[C:2]([NH:28][CH:25]([CH2:26][OH:27])[CH2:24][OH:23])=[N:3][C:4]=2[C:21]#[N:22])[CH:19]=[CH:18][CH:17]=1. Given the reactants Cl[C:2]1[C:11]2[C:6](=[CH:7][C:8]([O:12][CH3:13])=[CH:9][CH:10]=2)[C:5]([C:14]2[CH:19]=[CH:18][CH:17]=[C:16]([F:20])[CH:15]=2)=[C:4]([C:21]#[N:22])[N:3]=1.[OH:23][CH2:24][CH:25]([NH2:28])[CH2:26][OH:27], predict the reaction product. (5) Given the reactants [OH:1][C:2]1[CH:11]=[CH:10][CH:9]=[C:8]2[C:3]=1[CH:4]=[CH:5][C:6](Cl)=[N:7]2.[CH3:13][O:14][C:15]1[CH:16]=[C:17]([CH:20]=[CH:21][CH:22]=1)[CH2:18]Br.[NH2:23][C@H:24]1[C:32]2[C:27](=[CH:28][CH:29]=[CH:30][CH:31]=2)[CH2:26][CH2:25]1, predict the reaction product. The product is: [C@H:24]1([NH:23][C:6]2[CH:5]=[CH:4][C:3]3[C:8](=[CH:9][CH:10]=[CH:11][C:2]=3[O:1][CH2:18][C:17]3[CH:20]=[CH:21][CH:22]=[C:15]([O:14][CH3:13])[CH:16]=3)[N:7]=2)[C:32]2[C:27](=[CH:28][CH:29]=[CH:30][CH:31]=2)[CH2:26][CH2:25]1. (6) Given the reactants [N+:1]([CH2:3][C:4]([O:6][CH2:7][CH3:8])=[O:5])#[C-:2].[H-].[Na+].Br[C:12]1[S:13][C:14]([Br:17])=[CH:15][N:16]=1, predict the reaction product. The product is: [Br:17][C:14]1[S:13][C:12]2=[C:3]([C:4]([O:6][CH2:7][CH3:8])=[O:5])[N:1]=[CH:2][N:16]2[CH:15]=1.